From a dataset of Catalyst prediction with 721,799 reactions and 888 catalyst types from USPTO. Predict which catalyst facilitates the given reaction. (1) Reactant: [CH3:1][C:2]([CH3:33])([CH3:32])[C:3](=[O:31])[CH2:4][O:5][C:6]1[CH:11]=[CH:10][C:9]([C:12]([C:17]2[CH:18]=[C:19]3[C:24](=[CH:25][CH:26]=2)[CH:23]=[C:22]([C:27]([OH:29])=[O:28])[CH:21]=[CH:20]3)([CH2:15][CH3:16])[CH2:13][CH3:14])=[CH:8][C:7]=1[CH3:30].[BH4-].[Na+].Cl. Product: [CH2:13]([C:12]([C:17]1[CH:18]=[C:19]2[C:24](=[CH:25][CH:26]=1)[CH:23]=[C:22]([C:27]([OH:29])=[O:28])[CH:21]=[CH:20]2)([C:9]1[CH:10]=[CH:11][C:6]([O:5][CH2:4][CH:3]([OH:31])[C:2]([CH3:32])([CH3:33])[CH3:1])=[C:7]([CH3:30])[CH:8]=1)[CH2:15][CH3:16])[CH3:14]. The catalyst class is: 1. (2) Reactant: ClC1C=CC=CC=1.[F:8][C:9]1[CH:14]=[C:13]([N+:15]([O-:17])=[O:16])[CH:12]=[CH:11][C:10]=1[OH:18].Cl[C:20]1[C:29]2[C:24](=[CH:25][C:26]([O:32][CH2:33][CH2:34][CH2:35][N:36]3[CH2:40][CH2:39][CH2:38][CH2:37]3)=[C:27]([O:30][CH3:31])[CH:28]=2)[N:23]=[CH:22][CH:21]=1. Product: [F:8][C:9]1[CH:14]=[C:13]([N+:15]([O-:17])=[O:16])[CH:12]=[CH:11][C:10]=1[O:18][C:20]1[C:29]2[C:24](=[CH:25][C:26]([O:32][CH2:33][CH2:34][CH2:35][N:36]3[CH2:37][CH2:38][CH2:39][CH2:40]3)=[C:27]([O:30][CH3:31])[CH:28]=2)[N:23]=[CH:22][CH:21]=1. The catalyst class is: 2. (3) Reactant: [H-].[Na+].[Br:3][C:4]1[CH:9]=[CH:8][C:7]([C:10]2[O:14][N:13]=[C:12]([CH3:15])[C:11]=2[NH2:16])=[CH:6][CH:5]=1.[CH2:17]([N:24]=[C:25]=[O:26])[C:18]1[CH:23]=[CH:22][CH:21]=[CH:20][CH:19]=1. Product: [CH2:17]([NH:24][C:25]([NH:16][C:11]1[C:12]([CH3:15])=[N:13][O:14][C:10]=1[C:7]1[CH:6]=[CH:5][C:4]([Br:3])=[CH:9][CH:8]=1)=[O:26])[C:18]1[CH:23]=[CH:22][CH:21]=[CH:20][CH:19]=1. The catalyst class is: 3. (4) Reactant: [NH2:1][C:2]1[C:7]([C:8]#[N:9])=[C:6]([C:10]2[CH:15]=[CH:14][CH:13]=[CH:12][CH:11]=2)[C:5]([C:16]#[N:17])=[C:4]([Cl:18])[N:3]=1.N[CH2:20][CH2:21][OH:22]. Product: [Cl:18][C:4]1[C:5]([C:16]#[N:17])=[C:6]([C:10]2[CH:15]=[CH:14][CH:13]=[CH:12][CH:11]=2)[C:7]([C:8]#[N:9])=[C:2]([NH:1][CH2:20][CH2:21][OH:22])[N:3]=1. The catalyst class is: 1. (5) Reactant: [CH3:1][O:2][C:3](=[O:27])[C@H:4]([NH:16][C:17]([O:19][CH2:20][C:21]1[CH:26]=[CH:25][CH:24]=[CH:23][CH:22]=1)=[O:18])[CH2:5][C:6]1[CH:15]=[CH:14][C:9]2[NH:10][C:11](=[O:13])[O:12][C:8]=2[CH:7]=1.[Br:28]N1C(=O)CCC1=O. Product: [CH3:1][O:2][C:3](=[O:27])[C@H:4]([NH:16][C:17]([O:19][CH2:20][C:21]1[CH:22]=[CH:23][CH:24]=[CH:25][CH:26]=1)=[O:18])[CH2:5][C:6]1[C:15]([Br:28])=[CH:14][C:9]2[NH:10][C:11](=[O:13])[O:12][C:8]=2[CH:7]=1. The catalyst class is: 15. (6) Reactant: C([N:4]1[C:12]2[C:7](=[CH:8][CH:9]=[CH:10][CH:11]=2)[C:6](=[C:13](OCC)[C:14]2[CH:19]=[CH:18][CH:17]=[CH:16][CH:15]=2)[C:5]1=[O:23])(=O)C.[C:24]([O:28][C:29]([NH:31][C:32]1[CH:38]=[CH:37][C:35]([NH2:36])=[CH:34][CH:33]=1)=[O:30])([CH3:27])([CH3:26])[CH3:25].[OH-].[Na+]. Product: [C:24]([O:28][C:29]([NH:31][C:32]1[CH:33]=[CH:34][C:35]([NH:36]/[C:13](=[C:6]2\[C:5](=[O:23])[NH:4][C:12]3[C:7]\2=[CH:8][CH:9]=[CH:10][CH:11]=3)/[C:14]2[CH:15]=[CH:16][CH:17]=[CH:18][CH:19]=2)=[CH:37][CH:38]=1)=[O:30])([CH3:27])([CH3:25])[CH3:26]. The catalyst class is: 121.